From a dataset of Peptide-MHC class I binding affinity with 185,985 pairs from IEDB/IMGT. Regression. Given a peptide amino acid sequence and an MHC pseudo amino acid sequence, predict their binding affinity value. This is MHC class I binding data. (1) The peptide sequence is AFPTSCHM. The MHC is HLA-B58:01 with pseudo-sequence HLA-B58:01. The binding affinity (normalized) is 0. (2) The peptide sequence is VVNYEAGEW. The MHC is HLA-A24:02 with pseudo-sequence HLA-A24:02. The binding affinity (normalized) is 0. (3) The peptide sequence is RQFPTMFEF. The MHC is Mamu-B3901 with pseudo-sequence Mamu-B3901. The binding affinity (normalized) is 0.593. (4) The peptide sequence is ITIQYNLTF. The MHC is HLA-A24:02 with pseudo-sequence HLA-A24:02. The binding affinity (normalized) is 0.359. (5) The peptide sequence is SLLSLREVK. The MHC is HLA-A11:01 with pseudo-sequence HLA-A11:01. The binding affinity (normalized) is 0.718.